Task: Predict the product of the given reaction.. Dataset: Forward reaction prediction with 1.9M reactions from USPTO patents (1976-2016) (1) Given the reactants C(Cl)(=O)C(Cl)=O.[CH3:7][S:8]([C:11]1[CH:19]=[CH:18][C:14]([C:15]([OH:17])=O)=[CH:13][CH:12]=1)(=[O:10])=[O:9].[NH2:20][C:21]1[CH:22]=[CH:23][C:24](/[CH:31]=[CH:32]/[C:33]2[CH:38]=[CH:37][C:36]([NH:39][C:40](=[O:52])[C:41]3[CH:46]=[CH:45][C:44]([O:47][CH2:48][CH2:49][O:50][CH3:51])=[CH:43][CH:42]=3)=[CH:35][C:34]=2[S:53]([OH:56])(=[O:55])=[O:54])=[C:25]([S:27]([OH:30])(=[O:29])=[O:28])[CH:26]=1.C(N(CC)CC)C, predict the reaction product. The product is: [CH3:51][O:50][CH2:49][CH2:48][O:47][C:44]1[CH:43]=[CH:42][C:41]([C:40]([NH:39][C:36]2[CH:37]=[CH:38][C:33](/[CH:32]=[CH:31]/[C:24]3[CH:23]=[CH:22][C:21]([NH:20][C:15](=[O:17])[C:14]4[CH:13]=[CH:12][C:11]([S:8]([CH3:7])(=[O:9])=[O:10])=[CH:19][CH:18]=4)=[CH:26][C:25]=3[S:27]([OH:30])(=[O:29])=[O:28])=[C:34]([S:53]([OH:56])(=[O:55])=[O:54])[CH:35]=2)=[O:52])=[CH:46][CH:45]=1. (2) Given the reactants [CH3:1][C:2]1([CH3:9])[O:7][CH2:6][C:5](=O)[CH2:4][O:3]1.FC(F)(F)C(O)=O.[CH3:17][C:18]1[C:28]2[CH2:27][CH2:26][NH:25][CH2:24][CH2:23][C:22]=2[CH:21]=[CH:20][C:19]=1[C:29]1[N:33]=[C:32]([C:34]2[CH:35]=[C:36]([C:44]#[N:45])[C:37]([NH:40][CH2:41][CH2:42][CH3:43])=[N:38][CH:39]=2)[O:31][N:30]=1.C(O[BH-](OC(=O)C)OC(=O)C)(=O)C.[Na+], predict the reaction product. The product is: [CH3:9][C:2]1([CH3:1])[O:3][CH2:4][CH:5]([N:25]2[CH2:24][CH2:23][C:22]3[CH:21]=[CH:20][C:19]([C:29]4[N:33]=[C:32]([C:34]5[CH:35]=[C:36]([C:44]#[N:45])[C:37]([NH:40][CH2:41][CH2:42][CH3:43])=[N:38][CH:39]=5)[O:31][N:30]=4)=[C:18]([CH3:17])[C:28]=3[CH2:27][CH2:26]2)[CH2:6][O:7]1. (3) Given the reactants CCN(CC)CC.CS(Cl)(=O)=O.[N-:13]=[N+:14]=[N-:15].[Na+].C([Si](C1SCCCS1)(C1C=CC=CC=1)C1C=CC=CC=1)CC=C.[C:40]1([Si:46]([C:73]2C=C[CH:76]=[CH:75][CH:74]=2)([CH2:61]CC(=O)NCC2C=CC=CC=2)[CH:47](NC(=O)C2C=CC=CC=2)[CH2:48][CH:49]([CH3:51])[CH3:50])[CH:45]=[CH:44][CH:43]=[CH:42][CH:41]=1.[SiH3]O[SiH2]O[SiH3].Cl[SiH2]Cl, predict the reaction product. The product is: [N:13]([CH:47]([Si:46]([CH2:73][CH2:74][CH:75]=[CH2:76])([CH3:61])[C:40]1[CH:41]=[CH:42][CH:43]=[CH:44][CH:45]=1)[CH2:48][CH:49]([CH3:51])[CH3:50])=[N+:14]=[N-:15]. (4) Given the reactants C1(C[N:8]2[CH2:13][CH2:12][O:11][C@H:10]([CH2:14][NH:15][C:16](=[O:22])[O:17][C:18]([CH3:21])([CH3:20])[CH3:19])[CH2:9]2)C=CC=CC=1.N#N, predict the reaction product. The product is: [NH:8]1[CH2:13][CH2:12][O:11][C@H:10]([CH2:14][NH:15][C:16](=[O:22])[O:17][C:18]([CH3:20])([CH3:19])[CH3:21])[CH2:9]1. (5) Given the reactants F[C:2]1[C:7]([CH:8]2[CH2:13][CH2:12][CH2:11][O:10][CH2:9]2)=[CH:6][CH:5]=[CH:4][N:3]=1.[N:14]1[CH:19]=[CH:18][CH:17]=[CH:16][C:15]=1[NH:20][C:21]1[CH:26]=[CH:25][C:24]([OH:27])=[CH:23][CH:22]=1.C(=O)([O-])[O-].[Cs+].[Cs+], predict the reaction product. The product is: [O:10]1[CH2:11][CH2:12][CH2:13][CH:8]([C:7]2[C:2]([O:27][C:24]3[CH:23]=[CH:22][C:21]([NH:20][C:15]4[CH:16]=[CH:17][CH:18]=[CH:19][N:14]=4)=[CH:26][CH:25]=3)=[N:3][CH:4]=[CH:5][CH:6]=2)[CH2:9]1. (6) Given the reactants [OH-].[Na+].C([O:5][C:6](=[O:58])[C@@H:7]([CH3:57])[CH2:8][C@@H:9]([NH:17][C:18]([C:20]1[N:21]=[C:22]([C@H:25]([OH:56])[CH2:26][C@@H:27]([N:31]([CH3:55])[C:32](=[O:54])[C@@H:33]([NH:38][C:39]([C@H:41]2[CH2:46][CH2:45][CH2:44][CH2:43][N:42]2[C:47]([O:49][C:50]([CH3:53])([CH3:52])[CH3:51])=[O:48])=[O:40])[C@@H:34]([CH3:37])[CH2:35][CH3:36])[CH:28]([CH3:30])[CH3:29])[S:23][CH:24]=1)=[O:19])[CH2:10][C:11]1[CH:16]=[CH:15][CH:14]=[CH:13][CH:12]=1)C, predict the reaction product. The product is: [C:50]([O:49][C:47]([N:42]1[CH2:43][CH2:44][CH2:45][CH2:46][C@@H:41]1[C:39]([NH:38][C@@H:33]([C@@H:34]([CH3:37])[CH2:35][CH3:36])[C:32]([N:31]([C@@H:27]([CH:28]([CH3:29])[CH3:30])[CH2:26][C@H:25]([C:22]1[S:23][CH:24]=[C:20]([C:18]([NH:17][C@@H:9]([CH2:10][C:11]2[CH:16]=[CH:15][CH:14]=[CH:13][CH:12]=2)[CH2:8][C@H:7]([CH3:57])[C:6]([OH:58])=[O:5])=[O:19])[N:21]=1)[OH:56])[CH3:55])=[O:54])=[O:40])=[O:48])([CH3:52])([CH3:51])[CH3:53].